From a dataset of Catalyst prediction with 721,799 reactions and 888 catalyst types from USPTO. Predict which catalyst facilitates the given reaction. (1) Reactant: [F:1][C:2]1[CH:17]=[CH:16][C:5]2[N:6]([CH2:11][C@H:12]([CH3:15])[CH2:13]O)[C:7](=[O:10])[CH2:8][O:9][C:4]=2[CH:3]=1.C1(P(C2C=CC=CC=2)C2C=CC=CC=2)C=CC=CC=1.N1C=CN=C1.[I:42]I. Product: [F:1][C:2]1[CH:17]=[CH:16][C:5]2[N:6]([CH2:11][C@H:12]([CH3:15])[CH2:13][I:42])[C:7](=[O:10])[CH2:8][O:9][C:4]=2[CH:3]=1. The catalyst class is: 243. (2) Reactant: [N:1]1[C:5]2[CH:6]=[CH:7][CH:8]=[CH:9][C:4]=2[NH:3][C:2]=1[CH2:10][C:11]#[N:12].[O:13]1[CH:17]=[CH:16][CH:15]=[C:14]1[CH:18]([C:24]([CH3:26])=O)[C:19](OCC)=[O:20].C([O-])(=O)C.[NH4+]. Product: [O:13]1[CH:17]=[CH:16][CH:15]=[C:14]1[C:18]1[C:19](=[O:20])[N:3]2[C:2]([NH:1][C:5]3[CH:6]=[CH:7][CH:8]=[CH:9][C:4]=32)=[C:10]([C:11]#[N:12])[C:24]=1[CH3:26]. The catalyst class is: 22. (3) Reactant: [C:1]1([C:7]2[CH:20]=[CH:19][C:18]3[C:9](=[C:10]([C:27]4[CH:36]=[CH:35][C:34]5[C:29](=[CH:30][CH:31]=[CH:32][CH:33]=5)[CH:28]=4)[C:11]4[C:16]([CH:17]=3)=[CH:15][C:14]([C:21]3[CH:26]=[CH:25][CH:24]=[CH:23][CH:22]=3)=[CH:13][CH:12]=4)[CH:8]=2)[CH:6]=[CH:5][CH:4]=[CH:3][CH:2]=1.[Br:37]N1C(=O)CCC1=O.O. Product: [Br:37][C:17]1[C:18]2[C:9]([C:10]([C:27]3[CH:36]=[CH:35][C:34]4[C:29](=[CH:30][CH:31]=[CH:32][CH:33]=4)[CH:28]=3)=[C:11]3[C:16]=1[CH:15]=[C:14]([C:21]1[CH:26]=[CH:25][CH:24]=[CH:23][CH:22]=1)[CH:13]=[CH:12]3)=[CH:8][C:7]([C:1]1[CH:2]=[CH:3][CH:4]=[CH:5][CH:6]=1)=[CH:20][CH:19]=2. The catalyst class is: 9.